This data is from Experimentally validated miRNA-target interactions with 360,000+ pairs, plus equal number of negative samples. The task is: Binary Classification. Given a miRNA mature sequence and a target amino acid sequence, predict their likelihood of interaction. (1) The miRNA is hsa-miR-1224-3p with sequence CCCCACCUCCUCUCUCCUCAG. The protein sequence of the target gene is MSASAGGSHQPSQSRAIPTRTVAISDAAQLPQDYCTTPGGTLFSTTPGGTRIIYDRKFLLDRRNSPMAQTPPCHLPNIPGVTSPGALIEDSKVEVNNLNNLNNHDRKHAVGDEAQFEMDI. Result: 0 (no interaction). (2) The miRNA is hsa-miR-4659b-3p with sequence UUUCUUCUUAGACAUGGCAGCU. The protein sequence of the target gene is MSVHYTLNLRVFWPLVTGLCTALVCLYHVLRGSGGARAEPADGVDGGFPLLKVAVLLLLSYVLLRCRHAVRQRFLPGSPRLEGHAAFSSRHFREPGLSILLESYYEHEVRLSPHVLGHSKAHVSRIVGELVRAGRARGSPGLIPGGALALAFRGDFIQVGSAYEQHKIRRPDSFDVLVPLRLPPLVALEPRSLGEEPALAPAFRGCFLCALKAPPSPSGASGGHWLRDCKPFADAFCVDVRGRRHLSATLVLRWFQSHLQRSLATVRYSLEGRCRVTLTPGGLEQPPTLHILPCRTDYGC.... Result: 1 (interaction). (3) The miRNA is cel-miR-254-3p with sequence UGCAAAUCUUUCGCGAC. The protein sequence of the target gene is MLLLINVILTLWVSCANGQVKPCDFPDIKHGGLFHENMRRPYFPVAVGKYYSYYCDEHFETPSGSYWDYIHCTQNGWSPAVPCLRKCYFPYLENGYNQNYGRKFVQGNSTEVACHPGYGLPKAQTTVTCTEKGWSPTPRCIRVRTCSKSDIEIENGFISESSSIYILNKEIQYKCKPGYATADGNSSGSITCLQNGWSAQPICINSSEKCGPPPPISNGDTTSFLLKVYVPQSRVEYQCQPYYELQGSNYVTCSNGEWSEPPRCIHPCIITEENMNKNNIKLKGRSDRKYYAKTGDTIEF.... Result: 0 (no interaction). (4) The miRNA is hsa-miR-6505-3p with sequence UGACUUCUACCUCUUCCAAAG. The protein sequence of the target gene is MDEEEDNLSLLTALLEENESALDCNSEENNFLTRENGEPDAFDELFDADGDGESYTEEADDGETGETRDEKENLATLFGDMEDLTDEEEVPASQSTENRVLPAPAPRREKTNEELQEELRNLQEQMKALQEQLKVTTIKQTASPARLQKSPVEKSPRPPLKERRVQRIQESTCFSAELDVPALPRTKRVARTPKASPPDPKSSSSRMTSAPSQPLQTISRNKPSGITRGQIVGTPGSSGETTQPICVEAFSGLRLRRPRVSSTEMNKKMTGRKLIRLSQIKEKMAREKLEEIDWVTFGVI.... Result: 0 (no interaction). (5) The miRNA is hsa-miR-660-3p with sequence ACCUCCUGUGUGCAUGGAUUA. The protein sequence of the target gene is MLPRGRPRALGAAALLLLLLLLGFLLFGGDLGCERREPGGRAGAPGCFPGPLMPRVPPDGRLRRAAALDGDPGAGPGDHNRSDCGPQPPPPPKCELLHVAIVCAGHNSSRDVITLVKSMLFYRKNPLHLHLVTDAVARNILETLFHTWMVPAVRVSFYHADQLKPQVSWIPNKHYSGLYGLMKLVLPSALPAELARVIVLDTDVTFASDISELWALFAHFSDTQAIGLVENQSDWYLGNLWKNHRPWPALGRGFNTGVILLRLDRLRQAGWEQMWRLTARRELLSLPATSLADQDIFNAV.... Result: 0 (no interaction). (6) The miRNA is mmu-miR-1955-5p with sequence AGUCCCAGGAUGCACUGCAGCUUUU. The protein sequence of the target gene is MNGFTPDEMSRGGDAAAAVAAVVAAAAAAASAGNGTGAGTGAEVPGAGAVSAAGPPGAAGPGPGQLCCLREDGERCGRAAGNASFSKRIQKSISQKKVKIELDKSARHLYICDYHKNLIQSVRNRRKRKGSDDDGGDSPVQDIDTPEVDLYQLQVNTLRRYKRHFKLPTRPGLNKAQLVEIVGCHFRSIPVNEKDTLTYFIYSVKNDKNKSDLKVDSGVH. Result: 0 (no interaction). (7) The miRNA is hsa-miR-129-1-3p with sequence AAGCCCUUACCCCAAAAAGUAU. The protein sequence of the target gene is MTAREHSPRHGARARAMQRASTIDVAADMLGLSLAGNIQDPDEPILEFSLACSELHTPSLDRKPNSFVAVSVTTPPQAFWTKHAQTEIIEGTNNPIFLSSIAFFQDSLINQMTQVKLSVYDVKDRSQGTMYLLGSGTFIVKDLLQDRHHRLHLTLRSAESDRVGNITVIGWQMEEKSDQRPPVTRSVDTVNGRMVLPVDESLTEALGIRSKYASLRKDTLLKSVFGGAICRMYRFPTTDGNHLRILEQMAESVLSLHVPRQFVKLLLEEDAARVCELEELGELSPCWESLRRQIVTQYQT.... Result: 0 (no interaction). (8) The miRNA is hsa-miR-301b-5p with sequence GCUCUGACGAGGUUGCACUACU. The protein sequence of the target gene is MASRARRTAKFSSFQPILAQSPRLLLLLLLLSLVSYVSTQAAGPGAALQSLGLSGTSGVPTEEAIVVANRGLRVPFGREVWLDPLRDLVLQVQPGDRCTVTVLDNDALAQRPGHLSPKRFACDYGPGEVRYSHLGARSPSRDRVRLQLRYDAPGGAIVLPLALEVEVVFTQLEIVTRNLPLVVEELLGTSNALDDRSLEFAYQPETEECRVGILSGLSALPRYGELLHYPQVQGGAGDRGTSKTLLMDCKAFQELGVRYRHTAPSRSPNRDWLPMVVELHSRGAPEGSPALKREHFQVLV.... Result: 0 (no interaction). (9) Result: 0 (no interaction). The protein sequence of the target gene is MAEDMETKIKNYKTAPFDSRFPNQNQTRNCWQNYLDFHRCQKAMTAKGGDISVCEWYQRVYQSLCPTSWVTDWDEQRAEGTFPGKI. The miRNA is cel-miR-4933 with sequence UGGCAGUGACCUAUUCUGGCCA.